This data is from Catalyst prediction with 721,799 reactions and 888 catalyst types from USPTO. The task is: Predict which catalyst facilitates the given reaction. Reactant: Cl[C:2]1[N:7]=[C:6]([NH2:8])[N:5]=[C:4]([NH:9][CH3:10])[CH:3]=1.[C:11]([C:13]1[C:14]([CH3:22])=[C:15](B(O)O)[CH:16]=[CH:17][CH:18]=1)#[N:12].C(=O)([O-])[O-].[K+].[K+]. Product: [NH2:8][C:6]1[N:7]=[C:2]([C:15]2[C:14]([CH3:22])=[C:13]([CH:18]=[CH:17][CH:16]=2)[C:11]#[N:12])[CH:3]=[C:4]([NH:9][CH3:10])[N:5]=1. The catalyst class is: 38.